This data is from Forward reaction prediction with 1.9M reactions from USPTO patents (1976-2016). The task is: Predict the product of the given reaction. (1) Given the reactants [Cl:1][C:2]1[CH:3]=[CH:4][C:5]([OH:25])=[C:6]([CH2:8][N:9]2[CH:13]=[CH:12][C:11]([C:14]([NH:16][C:17]3[C:22]([F:23])=[CH:21][CH:20]=[CH:19][C:18]=3[F:24])=[O:15])=[N:10]2)[CH:7]=1.C(=O)([O-])[O-].[K+].[K+].[F:32][C:33]1[CH:40]=[CH:39][CH:38]=[C:37]([F:41])[C:34]=1[CH2:35]Br, predict the reaction product. The product is: [Cl:1][C:2]1[CH:3]=[CH:4][C:5]([O:25][CH2:35][C:34]2[C:33]([F:32])=[CH:40][CH:39]=[CH:38][C:37]=2[F:41])=[C:6]([CH2:8][N:9]2[CH:13]=[CH:12][C:11]([C:14]([NH:16][C:17]3[C:18]([F:24])=[CH:19][CH:20]=[CH:21][C:22]=3[F:23])=[O:15])=[N:10]2)[CH:7]=1. (2) Given the reactants [H-].[Na+].[Cl:3][C:4]1[N:9]=[C:8]([NH:10][CH2:11][C:12]([CH3:15])([CH3:14])[CH3:13])[CH:7]=[CH:6][N:5]=1.[C:16](OC(=O)C)(=[O:18])[CH3:17].O, predict the reaction product. The product is: [Cl:3][C:4]1[N:9]=[C:8]([N:10]([CH2:11][C:12]([CH3:15])([CH3:14])[CH3:13])[C:16](=[O:18])[CH3:17])[CH:7]=[CH:6][N:5]=1. (3) Given the reactants Br[C:2]1[CH:3]=[C:4]2[C:8](=[CH:9][C:10]=1[F:11])[NH:7][C:6](=[O:12])[C:5]12[CH2:14][CH2:13]1.[CH3:15][N:16](C=O)C, predict the reaction product. The product is: [F:11][C:10]1[CH:9]=[C:8]2[C:4]([C:5]3([CH2:14][CH2:13]3)[C:6](=[O:12])[NH:7]2)=[CH:3][C:2]=1[C:15]#[N:16]. (4) Given the reactants Br[C:2]1[CH:15]=[CH:14][C:5]([O:6][C:7]2[CH:12]=[CH:11][C:10]([OH:13])=[CH:9][CH:8]=2)=[CH:4][CH:3]=1.CC1(C)C(C)(C)OB([C:24]2[N:28]([CH2:29][O:30][CH2:31][CH2:32][Si:33]([CH3:36])([CH3:35])[CH3:34])[N:27]=[CH:26][CH:25]=2)O1.O.CCOC(C)=O, predict the reaction product. The product is: [CH3:34][Si:33]([CH3:36])([CH3:35])[CH2:32][CH2:31][O:30][CH2:29][N:28]1[C:24]([C:2]2[CH:15]=[CH:14][C:5]([O:6][C:7]3[CH:12]=[CH:11][C:10]([OH:13])=[CH:9][CH:8]=3)=[CH:4][CH:3]=2)=[CH:25][CH:26]=[N:27]1. (5) Given the reactants [CH3:1][O:2][C:3]1[CH:4]=[C:5]([C:11]#[C:12][C:13]2[C:21]3[C:20]([NH2:22])=[N:19][CH:18]=[N:17][C:16]=3[NH:15][CH:14]=2)[CH:6]=[C:7]([O:9][CH3:10])[CH:8]=1.[CH3:23][O:24][C:25]([C@@H:27]1[CH2:31][C@@H:30](OS(C)(=O)=O)[CH2:29][N:28]1[C:37]([O:39][C:40]([CH3:43])([CH3:42])[CH3:41])=[O:38])=[O:26].[H-].[Na+].COC1C=C(C#CC2C3C(=NC=NC=3N)NN=2)C=C(OC)C=1.CS(OC1CCN(C(OC(C)(C)C)=O)C1)(=O)=O.C(=O)([O-])[O-].[K+].[K+], predict the reaction product. The product is: [NH2:22][C:20]1[C:21]2[C:13]([C:12]#[C:11][C:5]3[CH:6]=[C:7]([O:9][CH3:10])[CH:8]=[C:3]([O:2][CH3:1])[CH:4]=3)=[CH:14][N:15]([C@@H:30]3[CH2:29][N:28]([C:37]([O:39][C:40]([CH3:43])([CH3:42])[CH3:41])=[O:38])[C@H:27]([C:25]([O:24][CH3:23])=[O:26])[CH2:31]3)[C:16]=2[N:17]=[CH:18][N:19]=1. (6) Given the reactants [CH2:1]([C:3]1[CH:11]=[C:10]2[C:6]([CH2:7][C:8](=O)[C:9]2=O)=[CH:5][CH:4]=1)[CH3:2].[NH2:14]/[C:15](/[C:20]#[N:21])=[C:16](\[NH2:19])/[C:17]#[N:18].CC([OH:25])C, predict the reaction product. The product is: [CH2:1]([C:3]1[CH:4]=[CH:5][C:6]2[C:7](=[O:25])[C:8]3[C:9]([C:10]=2[CH:11]=1)=[N:14][C:15]([C:20]#[N:21])=[C:16]([C:17]#[N:18])[N:19]=3)[CH3:2]. (7) Given the reactants F[C:2]1[C:3]([C:10]#[N:11])=[N:4][CH:5]=[C:6]([F:9])[C:7]=1[I:8].O.[NH2:13][NH2:14], predict the reaction product. The product is: [F:9][C:6]1[C:7]([I:8])=[C:2]2[NH:14][N:13]=[C:10]([NH2:11])[C:3]2=[N:4][CH:5]=1. (8) Given the reactants [Br:1][C:2]1[C:11]2[C:6](=[CH:7][C:8]([F:13])=[CH:9][C:10]=2[F:12])[N:5]=[C:4]([N:14]2[CH2:19][CH2:18][NH:17][C:16](=[O:20])[CH2:15]2)[C:3]=1[CH3:21].[H-].[Na+].I[CH:25]([CH3:27])[CH3:26], predict the reaction product. The product is: [Br:1][C:2]1[C:11]2[C:6](=[CH:7][C:8]([F:13])=[CH:9][C:10]=2[F:12])[N:5]=[C:4]([N:14]2[CH2:19][CH2:18][N:17]([CH:25]([CH3:27])[CH3:26])[C:16](=[O:20])[CH2:15]2)[C:3]=1[CH3:21].